From a dataset of Reaction yield outcomes from USPTO patents with 853,638 reactions. Predict the reaction yield, written as a fraction of the theoretical maximum amount of product (1.0 means a 100% yield; for example, 0.34 means a 34% yield). (1) The reactants are [C:1]([CH:3]1[CH2:6][N:5]([C:7](=[O:42])[C@H:8]([NH:12][C:13]([C:15]2[C:23]3[C:18](=[N:19][CH:20]=[C:21]([C:24]4[S:32][C:31]5[C:26](=[N:27][CH:28]=[CH:29][C:30]=5Cl)[CH:25]=4)[N:22]=3)[N:17]([CH2:34][O:35][CH2:36][CH2:37][Si:38]([CH3:41])([CH3:40])[CH3:39])[CH:16]=2)=[O:14])[CH:9]2[CH2:11][CH2:10]2)[CH2:4]1)#[N:2].[NH:43]1[CH2:47][CH2:46][CH2:45][CH2:44]1. No catalyst specified. The product is [C:1]([CH:3]1[CH2:6][N:5]([C:7](=[O:42])[C@H:8]([NH:12][C:13]([C:15]2[C:23]3[C:18](=[N:19][CH:20]=[C:21]([C:24]4[S:32][C:31]5[C:26](=[N:27][CH:28]=[CH:29][C:30]=5[N:43]5[CH2:47][CH2:46][CH2:45][CH2:44]5)[CH:25]=4)[N:22]=3)[N:17]([CH2:34][O:35][CH2:36][CH2:37][Si:38]([CH3:41])([CH3:40])[CH3:39])[CH:16]=2)=[O:14])[CH:9]2[CH2:11][CH2:10]2)[CH2:4]1)#[N:2]. The yield is 0.850. (2) The product is [Br:19][C:20]1[CH:27]=[CH:26][C:23]([CH:24]([OH:25])[C:33]([F:36])([F:35])[F:34])=[C:22]([F:28])[CH:21]=1. The reactants are CCCC[N+](CCCC)(CCCC)CCCC.[F-].[Br:19][C:20]1[CH:27]=[CH:26][C:23]([CH:24]=[O:25])=[C:22]([F:28])[CH:21]=1.[Si]([C:33]([F:36])([F:35])[F:34])(C)(C)C.Cl. The yield is 0.900. The catalyst is C1COCC1. (3) The reactants are Cl[C:2](OC(Cl)(Cl)Cl)=[O:3].[NH2:9][C:10]1[CH:18]=[CH:17][C:16]([Cl:19])=[CH:15][C:11]=1[C:12]([OH:14])=[O:13]. The catalyst is O1CCOCC1. The product is [Cl:19][C:16]1[CH:17]=[CH:18][C:10]2[NH:9][C:2](=[O:3])[O:13][C:12](=[O:14])[C:11]=2[CH:15]=1. The yield is 0.920. (4) The reactants are Cl.[NH2:2][C:3]1[N:7]([C:8]2[CH:17]=[C:16]3[C:11]([CH2:12][CH2:13][NH:14][C:15]3=[O:18])=[CH:10][CH:9]=2)[N:6]=[C:5]([C:19]([CH3:22])([CH3:21])[CH3:20])[CH:4]=1.N1C=CC=CC=1.Cl[C:30]([O:32][CH2:33][C:34]([Cl:37])([Cl:36])[Cl:35])=[O:31]. The catalyst is C(Cl)Cl. The product is [C:19]([C:5]1[CH:4]=[C:3]([NH:2][C:30](=[O:31])[O:32][CH2:33][C:34]([Cl:37])([Cl:36])[Cl:35])[N:7]([C:8]2[CH:17]=[C:16]3[C:11]([CH2:12][CH2:13][NH:14][C:15]3=[O:18])=[CH:10][CH:9]=2)[N:6]=1)([CH3:22])([CH3:21])[CH3:20]. The yield is 0.570.